Dataset: Forward reaction prediction with 1.9M reactions from USPTO patents (1976-2016). Task: Predict the product of the given reaction. (1) Given the reactants [Cl:1][C:2]1[C:3]([CH2:8][NH:9][C:10]([N:12]2[CH2:17][CH2:16][N:15]([CH3:18])[CH2:14][CH2:13]2)=O)=[N:4][CH:5]=[CH:6][N:7]=1.P(Cl)(Cl)(Cl)=O, predict the reaction product. The product is: [Cl:1][C:2]1[C:3]2[N:4]([C:10]([N:12]3[CH2:17][CH2:16][N:15]([CH3:18])[CH2:14][CH2:13]3)=[N:9][CH:8]=2)[CH:5]=[CH:6][N:7]=1. (2) Given the reactants [Cl:1][C:2]1[C:7]([NH:8]C([NH:8][C:7]2[C:2]([Cl:1])=[CH:3][CH:4]=[C:5]([O:23]C)[C:6]=2[F:22])=O)=[C:6]([F:22])[C:5]([O:23]C)=[CH:4][CH:3]=1.[OH-].[Na+], predict the reaction product. The product is: [NH2:8][C:7]1[C:6]([F:22])=[C:5]([OH:23])[CH:4]=[CH:3][C:2]=1[Cl:1].